From a dataset of Full USPTO retrosynthesis dataset with 1.9M reactions from patents (1976-2016). Predict the reactants needed to synthesize the given product. (1) The reactants are: O[C:2]1[CH:7]=[C:6]([C:8]2[N:9]=[C:10]([CH:13]([CH3:15])[CH3:14])[S:11][CH:12]=2)[N:5]=[C:4]2[C:16]3[C:22]([Br:23])=[C:21]([O:24][CH3:25])[CH:20]=[CH:19][C:17]=3[O:18][C:3]=12.O=P(Cl)(Cl)[Cl:28]. Given the product [Br:23][C:22]1[C:16]2[C:4]3[C:3]([O:18][C:17]=2[CH:19]=[CH:20][C:21]=1[O:24][CH3:25])=[C:2]([Cl:28])[CH:7]=[C:6]([C:8]1[N:9]=[C:10]([CH:13]([CH3:15])[CH3:14])[S:11][CH:12]=1)[N:5]=3, predict the reactants needed to synthesize it. (2) Given the product [CH:31]1([O:30][C:27]2[CH:28]=[CH:29][C:24]([C:23]([C:21]3[CH:20]=[CH:19][C:7]([O:8][CH2:9][C:10]4[CH:11]=[CH:12][C:13]([C:14]([OH:16])=[O:15])=[CH:17][CH:18]=4)=[C:6]([CH2:5][CH2:4][C:1]([O:3][CH2:39][CH3:40])=[O:2])[CH:22]=3)=[O:37])=[C:25]([OH:36])[CH:26]=2)[CH2:32][CH2:33][CH2:34][CH2:35]1, predict the reactants needed to synthesize it. The reactants are: [C:1]([CH2:4][CH2:5][C:6]1[CH:22]=[C:21]([C:23](=[O:37])[C:24]2[CH:29]=[CH:28][C:27]([O:30][CH:31]3[CH2:35][CH2:34][CH2:33][CH2:32]3)=[CH:26][C:25]=2[OH:36])[CH:20]=[CH:19][C:7]=1[O:8][CH2:9][C:10]1[CH:18]=[CH:17][C:13]([C:14]([OH:16])=[O:15])=[CH:12][CH:11]=1)([OH:3])=[O:2].Cl.[CH2:39](O)[CH3:40]. (3) The reactants are: [Cl:1][C:2]1[CH:9]=[CH:8][C:5]([C:6]#[N:7])=[C:4]([O:10][C:11]2[CH:16]=[CH:15][C:14]([F:17])=[C:13]([CH2:18]Cl)[CH:12]=2)[CH:3]=1.[CH3:20][NH2:21].[C:22]([OH:29])(=[O:28])/[CH:23]=[CH:24]/[C:25]([OH:27])=[O:26]. Given the product [C:22]([OH:29])(=[O:28])/[CH:23]=[CH:24]/[C:25]([OH:27])=[O:26].[Cl:1][C:2]1[CH:9]=[CH:8][C:5]([C:6]#[N:7])=[C:4]([O:10][C:11]2[CH:16]=[CH:15][C:14]([F:17])=[C:13]([CH2:18][NH:21][CH3:20])[CH:12]=2)[CH:3]=1, predict the reactants needed to synthesize it.